From a dataset of Forward reaction prediction with 1.9M reactions from USPTO patents (1976-2016). Predict the product of the given reaction. (1) Given the reactants Cl[C:2]1[C:7]2N=[C:9]([C:11]3[CH:12]=[C:13]([CH:31]=[CH:32][CH:33]=3)[C:14]([NH:16][CH2:17][CH2:18][CH:19]3[CH2:24][CH2:23][N:22]([C:25]4[CH:30]=[CH:29][N:28]=[CH:27][CH:26]=4)[CH2:21][CH2:20]3)=[O:15])[S:10][C:6]=2[CH:5]=[CH:4][CH:3]=1.F[C:35](F)(F)C(O)=O.N1(C2C=CN=CC=2)CCC(CCN)CC1.S1C(C2C=C(C=CC=2)C(O)=O)=CC2C=CC=CC1=2.B(O)(O)C1SC2C(=CC=CC=2)C=1.IC1C=C(C=CC=1)C(OC)=O, predict the reaction product. The product is: [S:10]1[C:9]([C:11]2[CH:12]=[C:13]([CH:31]=[CH:32][CH:33]=2)[C:14]([NH:16][CH2:17][CH2:18][CH:19]2[CH2:24][CH2:23][N:22]([C:25]3[CH:26]=[CH:27][N:28]=[CH:29][CH:30]=3)[CH2:21][CH2:20]2)=[O:15])=[CH:35][C:7]2[CH:2]=[CH:3][CH:4]=[CH:5][C:6]1=2. (2) Given the reactants [F:1][C:2]1[CH:7]=[CH:6][C:5]([CH2:8][C:9]2[CH:18]=[C:17]3[C:12]([C:13]([OH:26])=[C:14]([C:21]([O:23]CC)=O)[C:15](=[O:20])[N:16]3[CH3:19])=[N:11][CH:10]=2)=[CH:4][CH:3]=1.[S:27]1[CH:31]=[CH:30][N:29]=[C:28]1[CH2:32][NH2:33], predict the reaction product. The product is: [F:1][C:2]1[CH:7]=[CH:6][C:5]([CH2:8][C:9]2[CH:18]=[C:17]3[C:12]([C:13]([OH:26])=[C:14]([C:21]([NH:33][CH2:32][C:28]4[S:27][CH:31]=[CH:30][N:29]=4)=[O:23])[C:15](=[O:20])[N:16]3[CH3:19])=[N:11][CH:10]=2)=[CH:4][CH:3]=1. (3) Given the reactants [Cl-].[Na+:2].[Cl-].[K+].O.[Cl-].[Ca+2].[Cl-].O.[Cl-].[Mg+2].[Cl-].[C:13]([O-:16])(=[O:15])[CH3:14].[Na+], predict the reaction product. The product is: [C:13]([OH:16])(=[O:15])[CH3:14].[C:13]([O-:16])(=[O:15])[CH3:14].[Na+:2]. (4) Given the reactants Cl[S:2]([C:5]1[CH:6]=[C:7]([CH:12]=[CH:13][C:14]=1[O:15][CH3:16])[C:8]([O:10][CH3:11])=[O:9])(=[O:4])=[O:3].[O:17]1[CH2:22][CH2:21][N:20]([CH2:23][CH2:24][NH2:25])[CH2:19][CH2:18]1, predict the reaction product. The product is: [CH3:16][O:15][C:14]1[CH:13]=[CH:12][C:7]([C:8]([O:10][CH3:11])=[O:9])=[CH:6][C:5]=1[S:2](=[O:4])(=[O:3])[NH:25][CH2:24][CH2:23][N:20]1[CH2:21][CH2:22][O:17][CH2:18][CH2:19]1. (5) Given the reactants [CH3:1][C:2]1[CH:7]=[CH:6][C:5]([NH:8][C:9]2[S:10][CH:11]=[C:12]([CH3:14])[N:13]=2)=[CH:4][C:3]=1[OH:15].C([O-])([O-])=O.[K+].[K+].Br[CH2:23][CH:24]=[C:25]([CH3:27])[CH3:26], predict the reaction product. The product is: [CH3:14][C:12]1[N:13]=[C:9]([NH:8][C:5]2[CH:6]=[CH:7][C:2]([CH3:1])=[C:3]([O:15][CH2:23][CH:24]=[C:25]([CH3:27])[CH3:26])[CH:4]=2)[S:10][CH:11]=1. (6) Given the reactants [CH2:1]([O:7][C@H:8]1[CH2:17][CH2:16][C:15]2[CH:14]=[C:13]([C@H:18]3[CH2:27][CH2:26][C@@:20]4([NH:24]C(=O)[O:22][CH2:21]4)[CH2:19]3)[CH:12]=[CH:11][C:10]=2[CH2:9]1)/[CH:2]=[CH:3]\[CH2:4][CH2:5][CH3:6].[OH-].[Li+], predict the reaction product. The product is: [NH2:24][C@:20]1([CH2:21][OH:22])[CH2:26][CH2:27][C@H:18]([C:13]2[CH:12]=[CH:11][C:10]3[CH2:9][C@@H:8]([O:7][CH2:1]/[CH:2]=[CH:3]\[CH2:4][CH2:5][CH3:6])[CH2:17][CH2:16][C:15]=3[CH:14]=2)[CH2:19]1. (7) Given the reactants [OH:1][C:2]1[CH:7]=[CH:6][C:5]([CH2:8][CH:9]([OH:15])[C:10]([O:12][CH2:13][CH3:14])=[O:11])=[CH:4][CH:3]=1.[CH2:16](Br)[C:17]1[CH:22]=[CH:21][CH:20]=[CH:19][CH:18]=1.C(=O)([O-])[O-].[Ca+2], predict the reaction product. The product is: [CH2:16]([O:1][C:2]1[CH:3]=[CH:4][C:5]([CH2:8][CH:9]([OH:15])[C:10]([O:12][CH2:13][CH3:14])=[O:11])=[CH:6][CH:7]=1)[C:17]1[CH:22]=[CH:21][CH:20]=[CH:19][CH:18]=1.